From a dataset of Reaction yield outcomes from USPTO patents with 853,638 reactions. Predict the reaction yield, written as a fraction of the theoretical maximum amount of product (1.0 means a 100% yield; for example, 0.34 means a 34% yield). (1) The reactants are [CH2:1]([O:8][C@@H:9]1[C@H:14]2[NH:15][C:16](=[O:18])[O:17][C@H:13]2[CH2:12][C@H:11]([CH2:19][OH:20])[C@H:10]1[O:21][CH2:22][C:23]1[CH:28]=[CH:27][CH:26]=[CH:25][CH:24]=1)[C:2]1[CH:7]=[CH:6][CH:5]=[CH:4][CH:3]=1.[CH3:29][S:30](Cl)(=[O:32])=[O:31]. The catalyst is N1C=CC=CC=1.[NH4+].[Cl-]. The product is [CH3:29][S:30]([O:20][CH2:19][C@@H:11]1[C@@H:10]([O:21][CH2:22][C:23]2[CH:28]=[CH:27][CH:26]=[CH:25][CH:24]=2)[C@H:9]([O:8][CH2:1][C:2]2[CH:3]=[CH:4][CH:5]=[CH:6][CH:7]=2)[C@H:14]2[NH:15][C:16](=[O:18])[O:17][C@H:13]2[CH2:12]1)(=[O:32])=[O:31]. The yield is 1.00. (2) The reactants are [C:1]1([C:7]2[C:8]([O:10][C:11](=[O:13])[CH:12]=2)=[O:9])[CH:6]=[CH:5][CH:4]=[CH:3][CH:2]=1.[F-].[Cs+].[C:16]([Si](C)(C)C)([F:19])([F:18])[F:17]. The catalyst is C(#N)C.C(OCC)C. The product is [F:17][C:16]([F:19])([F:18])[C:8](=[O:9])[C:7]([C:1]1[CH:6]=[CH:5][CH:4]=[CH:3][CH:2]=1)=[CH:12][C:11]([OH:10])=[O:13]. The yield is 0.860. (3) The yield is 0.590. The catalyst is [OH-].[Na+].C(O)(C)C.ClCCl.O. The reactants are [OH:1][C:2]1[CH:3]=[CH:4][C:5]([CH3:13])=[C:6]([CH:12]=1)[C:7]([O:9][CH2:10][CH3:11])=[O:8].Cl[CH:15]([F:17])[F:16]. The product is [F:16][CH:15]([F:17])[O:1][C:2]1[CH:3]=[CH:4][C:5]([CH3:13])=[C:6]([CH:12]=1)[C:7]([O:9][CH2:10][CH3:11])=[O:8].